From a dataset of Catalyst prediction with 721,799 reactions and 888 catalyst types from USPTO. Predict which catalyst facilitates the given reaction. (1) The catalyst class is: 205. Product: [C:11]1([C:10]2[CH:2]=[CH:1][C:4]3[C:9](=[CH:8][CH:7]=[CH:6][CH:5]=3)[N:18]=2)[CH:16]=[CH:15][CH:14]=[CH:13][CH:12]=1. Reactant: [C:1]([C:4]1[CH:9]=[CH:8][CH:7]=[CH:6][CH:5]=1)(=O)[CH3:2].[C:10]([NH2:18])(=O)[C:11]1[CH:16]=[CH:15][CH:14]=[CH:13][CH:12]=1. (2) Reactant: [Li]C(CC)C.C1CCCCC1.[Cl:12][C:13]1[CH:14]=[CH:15][C:16]([O:19][CH3:20])=[N:17][CH:18]=1.CON(C)[C:24](=[O:31])[C:25]1[CH:30]=[CH:29][CH:28]=[CH:27][CH:26]=1.Cl. Product: [Cl:12][C:13]1[CH:14]=[C:15]([C:24]([C:25]2[CH:30]=[CH:29][CH:28]=[CH:27][CH:26]=2)=[O:31])[C:16]([O:19][CH3:20])=[N:17][CH:18]=1. The catalyst class is: 20. (3) Reactant: [CH3:1][C:2]1[CH:7]=[CH:6][C:5]([NH:8][C:9](=[O:15])[O:10][C:11]([CH3:14])([CH3:13])[CH3:12])=[CH:4][C:3]=1[N+:16]([O-])=O.[H][H]. Product: [NH2:16][C:3]1[CH:4]=[C:5]([NH:8][C:9](=[O:15])[O:10][C:11]([CH3:13])([CH3:12])[CH3:14])[CH:6]=[CH:7][C:2]=1[CH3:1]. The catalyst class is: 50. (4) Reactant: [C:1]([O:5][C:6]([N:8]1[C:16]2[C:11](=[CH:12][C:13]([CH2:17][OH:18])=[CH:14][CH:15]=2)[CH:10]=[C:9]1[C:19]1[C:20](=[O:29])[NH:21][C:22]2[C:27]([CH:28]=1)=[CH:26][CH:25]=[CH:24][CH:23]=2)=[O:7])([CH3:4])([CH3:3])[CH3:2]. Product: [C:1]([O:5][C:6]([N:8]1[C:16]2[C:11](=[CH:12][C:13]([CH:17]=[O:18])=[CH:14][CH:15]=2)[CH:10]=[C:9]1[C:19]1[C:20](=[O:29])[NH:21][C:22]2[C:27]([CH:28]=1)=[CH:26][CH:25]=[CH:24][CH:23]=2)=[O:7])([CH3:4])([CH3:2])[CH3:3]. The catalyst class is: 704. (5) Reactant: [Br:1][C:2]1[CH:3]=[C:4]([CH:21]=[CH:22][C:23]=1[Cl:24])[C:5]([N:7]([C:9]1[CH:14]=[CH:13][CH:12]=[CH:11][C:10]=1[O:15][CH2:16][CH2:17][CH2:18][C:19]#[N:20])[CH3:8])=[O:6].[N:25]([Sn](CCCC)(CCCC)CCCC)=[N+:26]=[N-:27].C([Al](CC)CC)C.Cl. Product: [Br:1][C:2]1[CH:3]=[C:4]([CH:21]=[CH:22][C:23]=1[Cl:24])[C:5]([N:7]([CH3:8])[C:9]1[CH:14]=[CH:13][CH:12]=[CH:11][C:10]=1[O:15][CH2:16][CH2:17][CH2:18][C:19]1[NH:27][N:26]=[N:25][N:20]=1)=[O:6]. The catalyst class is: 11. (6) Reactant: [CH3:1][N:2]([CH3:14])[C@H:3]([CH3:13])[CH2:4][O:5][C:6]1[CH:7]=[CH:8][C:9]([F:12])=[N:10][CH:11]=1.O.[C:16]1([CH3:26])[CH:21]=[CH:20][C:19]([S:22]([OH:25])(=[O:24])=[O:23])=[CH:18][CH:17]=1.C(OCC)C. Product: [C:16]1([CH3:26])[CH:17]=[CH:18][C:19]([S:22]([OH:25])(=[O:23])=[O:24])=[CH:20][CH:21]=1.[CH3:1][N:2]([CH3:14])[C@H:3]([CH3:13])[CH2:4][O:5][C:6]1[CH:7]=[CH:8][C:9]([F:12])=[N:10][CH:11]=1. The catalyst class is: 13. (7) Reactant: C(OC(=O)[NH:7][CH:8]1[CH2:13][CH2:12][N:11]([CH2:14][C:15]2[CH:19]=[CH:18][N:17]([C:20]3[CH:25]=[CH:24][C:23]([C:26]([F:29])([F:28])[F:27])=[CH:22][CH:21]=3)[CH:16]=2)[CH2:10][CH2:9]1)(C)(C)C.CCOCC.[ClH:36]. Product: [ClH:36].[ClH:36].[F:29][C:26]([F:27])([F:28])[C:23]1[CH:24]=[CH:25][C:20]([N:17]2[CH:18]=[CH:19][C:15]([CH2:14][N:11]3[CH2:12][CH2:13][CH:8]([NH2:7])[CH2:9][CH2:10]3)=[CH:16]2)=[CH:21][CH:22]=1. The catalyst class is: 12. (8) Reactant: [Br:1][C:2]1[CH:3]=[C:4]2[C:9](=[CH:10][CH:11]=1)[N:8]=[C:7](Cl)[CH:6]=[N:5]2.[C:13]1([C@H:19]([NH2:21])[CH3:20])[CH:18]=[CH:17][CH:16]=[CH:15][CH:14]=1.O. Product: [Br:1][C:2]1[CH:3]=[C:4]2[C:9](=[CH:10][CH:11]=1)[N:8]=[C:7]([NH:21][C@@H:19]([C:13]1[CH:18]=[CH:17][CH:16]=[CH:15][CH:14]=1)[CH3:20])[CH:6]=[N:5]2. The catalyst class is: 16.